Dataset: Full USPTO retrosynthesis dataset with 1.9M reactions from patents (1976-2016). Task: Predict the reactants needed to synthesize the given product. (1) Given the product [C:44]([C:42]1[CH:41]=[C:40]([NH:48][S:49]([CH3:52])(=[O:51])=[O:50])[C:39]([O:53][CH3:54])=[C:38]([NH:37][C:20]([C:18]2[S:17][C:16]3[C:11]([NH:10][C:8](=[O:9])[C:5]4[CH:4]=[CH:3][C:2]([Cl:1])=[N:7][CH:6]=4)=[CH:12][CH:13]=[CH:14][C:15]=3[CH:19]=2)=[O:22])[CH:43]=1)([CH3:47])([CH3:45])[CH3:46], predict the reactants needed to synthesize it. The reactants are: [Cl:1][C:2]1[N:7]=[CH:6][C:5]([C:8]([NH:10][C:11]2[C:16]3[S:17][C:18]([C:20]([OH:22])=O)=[CH:19][C:15]=3[CH:14]=[CH:13][CH:12]=2)=[O:9])=[CH:4][CH:3]=1.C(Cl)CCl.C1C=CC2N(O)N=NC=2C=1.[NH2:37][C:38]1[C:39]([O:53][CH3:54])=[C:40]([NH:48][S:49]([CH3:52])(=[O:51])=[O:50])[CH:41]=[C:42]([C:44]([CH3:47])([CH3:46])[CH3:45])[CH:43]=1. (2) Given the product [NH2:1][C:12]1[C:9]([C:10]#[N:11])=[C:8]([CH3:15])[C:7]([F:6])=[CH:14][CH:13]=1, predict the reactants needed to synthesize it. The reactants are: [N+:1]([O-])([O-])=O.[K+].[F:6][C:7]1[C:8]([CH3:15])=[C:9]([CH:12]=[CH:13][CH:14]=1)[C:10]#[N:11]. (3) The reactants are: [F:1][C:2]1[CH:7]=[CH:6][C:5]([C@H:8]([NH:10][C@H:11]2[CH2:15][CH2:14][C@@H:13]([C:16]3[CH:23]=[CH:22][C:19]([C:20]#[N:21])=[CH:18][CH:17]=3)[CH2:12]2)[CH3:9])=[CH:4][C:3]=1[O:24][CH3:25].C[Si]([N:30]=[N+:31]=[N-:32])(C)C. Given the product [F:1][C:2]1[CH:7]=[CH:6][C:5]([C@H:8]([NH:10][C@H:11]2[CH2:15][CH2:14][C@@H:13]([C:16]3[CH:17]=[CH:18][C:19]([C:20]4[NH:32][N:31]=[N:30][N:21]=4)=[CH:22][CH:23]=3)[CH2:12]2)[CH3:9])=[CH:4][C:3]=1[O:24][CH3:25], predict the reactants needed to synthesize it. (4) The reactants are: [C:1]([C:3]1[CH:8]=[CH:7][C:6]([N:9]2[CH:13]([CH:14]3[CH2:18][CH2:17][CH2:16][CH2:15]3)[CH2:12][C:11]([C:19]3[CH:27]=[CH:26][C:22]([C:23]([OH:25])=[O:24])=[C:21]([O:28][CH3:29])[N:20]=3)=[N:10]2)=[CH:5][C:4]=1[CH3:30])#[N:2].CO.C(=O)=O. Given the product [C:1]([C:3]1[CH:8]=[CH:7][C:6]([N:9]2[C@H:13]([CH:14]3[CH2:18][CH2:17][CH2:16][CH2:15]3)[CH2:12][C:11]([C:19]3[CH:27]=[CH:26][C:22]([C:23]([OH:25])=[O:24])=[C:21]([O:28][CH3:29])[N:20]=3)=[N:10]2)=[CH:5][C:4]=1[CH3:30])#[N:2], predict the reactants needed to synthesize it. (5) Given the product [Cl:20][C:16]1[CH:15]=[C:14]([S:11]([NH:10][C:9]2[C:8]([C:21]([O:23][CH2:24][CH3:25])=[O:22])=[C:7]([CH3:26])[N:6]=[C:5]3[S:27][C:2]([C:39]4[CH:40]=[N:36][NH:37][CH:38]=4)=[C:3]([CH3:28])[C:4]=23)(=[O:13])=[O:12])[CH:19]=[CH:18][CH:17]=1, predict the reactants needed to synthesize it. The reactants are: Br[C:2]1[S:27][C:5]2=[N:6][C:7]([CH3:26])=[C:8]([C:21]([O:23][CH2:24][CH3:25])=[O:22])[C:9]([NH:10][S:11]([C:14]3[CH:19]=[CH:18][CH:17]=[C:16]([Cl:20])[CH:15]=3)(=[O:13])=[O:12])=[C:4]2[C:3]=1[CH3:28].O(C([N:36]1[CH:40]=[C:39](B(O)O)[CH:38]=[N:37]1)=O)C(C)(C)C.C(=O)([O-])[O-].[K+].[K+]. (6) Given the product [ClH:39].[C:34]1([CH3:37])[CH:35]=[CH:36][C:31]([S:28]([N:21]2[C:22]3[C:27](=[CH:26][CH:25]=[CH:24][CH:23]=3)[C:19]([CH2:18][N:14]3[CH2:15][CH2:16][CH2:17][C:10]4([CH2:9][NH:8][CH2:12][CH2:11]4)[C:13]3=[O:38])=[CH:20]2)(=[O:30])=[O:29])=[CH:32][CH:33]=1, predict the reactants needed to synthesize it. The reactants are: C(OC([N:8]1[CH2:12][CH2:11][C:10]2([CH2:17][CH2:16][CH2:15][N:14]([CH2:18][C:19]3[C:27]4[C:22](=[CH:23][CH:24]=[CH:25][CH:26]=4)[N:21]([S:28]([C:31]4[CH:36]=[CH:35][C:34]([CH3:37])=[CH:33][CH:32]=4)(=[O:30])=[O:29])[CH:20]=3)[C:13]2=[O:38])[CH2:9]1)=O)(C)(C)C.[ClH:39].O1CCOCC1. (7) Given the product [C:1]([O:4][CH:5]([P:14]([O:15][CH2:16][CH3:17])([O:13][CH2:11][CH3:12])=[O:18])[CH2:6][O:7][CH2:8][CH3:9])(=[O:3])[CH3:2], predict the reactants needed to synthesize it. The reactants are: [C:1]([O:4][CH2:5][CH:6](Cl)[O:7][CH2:8][CH3:9])(=[O:3])[CH3:2].[CH2:11]([O:13][P:14]([O:18]CC)[O:15][CH2:16][CH3:17])[CH3:12].C(OCC(P(OCC)(OCC)=O)OCC)(=O)C. (8) Given the product [Br:1][C:2]1[N:7]=[C:6]([C:8]([NH2:16])=[O:9])[C:5]([NH:13][CH2:14][CH3:15])=[CH:4][CH:3]=1, predict the reactants needed to synthesize it. The reactants are: [Br:1][C:2]1[N:7]=[C:6]([C:8](OCC)=[O:9])[C:5]([NH:13][CH2:14][CH3:15])=[CH:4][CH:3]=1.[NH3:16].